This data is from Peptide-MHC class II binding affinity with 134,281 pairs from IEDB. The task is: Regression. Given a peptide amino acid sequence and an MHC pseudo amino acid sequence, predict their binding affinity value. This is MHC class II binding data. The peptide sequence is NQEILELAQSETCSP. The MHC is HLA-DQA10102-DQB10602 with pseudo-sequence HLA-DQA10102-DQB10602. The binding affinity (normalized) is 0.404.